This data is from Full USPTO retrosynthesis dataset with 1.9M reactions from patents (1976-2016). The task is: Predict the reactants needed to synthesize the given product. (1) Given the product [NH2:31][C:28]1[CH:29]=[CH:30][C:3]([O:2][CH3:1])=[C:4]([CH:27]=1)[CH2:5][O:6][CH2:7][C:8]1([C:21]2[CH:22]=[CH:23][CH:24]=[CH:25][CH:26]=2)[CH2:13][CH2:12][N:11]([C:14]([O:16][C:17]([CH3:20])([CH3:19])[CH3:18])=[O:15])[CH2:10][CH2:9]1, predict the reactants needed to synthesize it. The reactants are: [CH3:1][O:2][C:3]1[CH:30]=[CH:29][C:28]([N+:31]([O-])=O)=[CH:27][C:4]=1[CH2:5][O:6][CH2:7][C:8]1([C:21]2[CH:26]=[CH:25][CH:24]=[CH:23][CH:22]=2)[CH2:13][CH2:12][N:11]([C:14]([O:16][C:17]([CH3:20])([CH3:19])[CH3:18])=[O:15])[CH2:10][CH2:9]1. (2) Given the product [Br:1][C:2]1[S:3][C:4]([C:15]2[NH:17][CH:18]=[N:19][N:27]=2)=[C:5]([CH2:7][C:8]2[CH:13]=[CH:12][C:11]([Cl:14])=[CH:10][CH:9]=2)[N:6]=1, predict the reactants needed to synthesize it. The reactants are: [Br:1][C:2]1[S:3][C:4]([C:15](/[N:17]=[CH:18]\[N:19](C)C)=O)=[C:5]([CH2:7][C:8]2[CH:13]=[CH:12][C:11]([Cl:14])=[CH:10][CH:9]=2)[N:6]=1.C(O)(=O)C.O.[NH2:27]N.